This data is from Forward reaction prediction with 1.9M reactions from USPTO patents (1976-2016). The task is: Predict the product of the given reaction. (1) Given the reactants [CH2:1]([C:3]1[C:8](=[O:9])[NH:7][C:6]([CH3:10])=[C:5]([C:11]2[S:15][C:14]([S:16]([Cl:19])(=[O:18])=[O:17])=[CH:13][CH:12]=2)[CH:4]=1)[CH3:2].[CH2:20]([N:27]1[CH2:32][CH2:31][NH:30][CH2:29][CH2:28]1)[C:21]1[CH:26]=[CH:25][CH:24]=[CH:23][CH:22]=1, predict the reaction product. The product is: [ClH:19].[CH2:20]([N:27]1[CH2:32][CH2:31][N:30]([S:16]([C:14]2[S:15][C:11]([C:5]3[CH:4]=[C:3]([CH2:1][CH3:2])[C:8](=[O:9])[NH:7][C:6]=3[CH3:10])=[CH:12][CH:13]=2)(=[O:18])=[O:17])[CH2:29][CH2:28]1)[C:21]1[CH:22]=[CH:23][CH:24]=[CH:25][CH:26]=1. (2) Given the reactants [CH3:1][O:2][C:3]1[CH:4]=[C:5]([CH2:20][C:21]([OH:23])=O)[CH:6]=[CH:7][C:8]=1[NH:9][C:10]([NH:12][C:13]1[CH:18]=[CH:17][CH:16]=[CH:15][C:14]=1[F:19])=[O:11].[N+:24]([C:27]1[CH:28]=[C:29]([CH:34]=[CH:35][C:36]=1[N:37]([CH2:39][CH:40]1[CH2:44][CH2:43][CH2:42][NH:41]1)[CH3:38])[C:30]([O:32][CH3:33])=[O:31])([O-:26])=[O:25], predict the reaction product. The product is: [CH3:1][O:2][C:3]1[CH:4]=[C:5]([CH2:20][C:21]([N:41]2[CH2:42][CH2:43][CH2:44][CH:40]2[CH2:39][N:37]([C:36]2[CH:35]=[CH:34][C:29]([C:30]([O:32][CH3:33])=[O:31])=[CH:28][C:27]=2[N+:24]([O-:26])=[O:25])[CH3:38])=[O:23])[CH:6]=[CH:7][C:8]=1[NH:9][C:10]([NH:12][C:13]1[CH:18]=[CH:17][CH:16]=[CH:15][C:14]=1[F:19])=[O:11].